Dataset: Forward reaction prediction with 1.9M reactions from USPTO patents (1976-2016). Task: Predict the product of the given reaction. (1) Given the reactants [Br:1][C:2]1[CH:3]=[C:4]([N+:13]([O-])=O)[C:5]([O:11][CH3:12])=[C:6]([C:8](=[O:10])[CH3:9])[CH:7]=1.Cl, predict the reaction product. The product is: [NH2:13][C:4]1[C:5]([O:11][CH3:12])=[C:6]([C:8](=[O:10])[CH3:9])[CH:7]=[C:2]([Br:1])[CH:3]=1. (2) Given the reactants I[CH2:2][C@H:3]1[CH2:14][CH2:13][C:12]2[S:11][C:10]3[C:5](=[C:6]([O:15][CH:16]4[CH2:21][CH2:20][CH:19]([N:22]5[CH2:27][CH2:26][O:25][CH2:24][CH2:23]5)[CH2:18][CH2:17]4)[N:7]=[CH:8][N:9]=3)[C:4]1=2.C1OCCOCCOCCOCCOCCOC1.C(=O)([O-])[O-].[K+].[K+].[C:52]([CH2:54][C:55]([O:57][CH2:58][CH3:59])=[O:56])#[N:53], predict the reaction product. The product is: [C:52]([CH:54]([CH2:2][C@H:3]1[CH2:14][CH2:13][C:12]2[S:11][C:10]3[C:5](=[C:6]([O:15][CH:16]4[CH2:21][CH2:20][CH:19]([N:22]5[CH2:27][CH2:26][O:25][CH2:24][CH2:23]5)[CH2:18][CH2:17]4)[N:7]=[CH:8][N:9]=3)[C:4]1=2)[C:55]([O:57][CH2:58][CH3:59])=[O:56])#[N:53].